This data is from Catalyst prediction with 721,799 reactions and 888 catalyst types from USPTO. The task is: Predict which catalyst facilitates the given reaction. (1) Reactant: CC([N:5]([CH2:9][C:10]1[CH:15]=[CH:14][CH:13]=[C:12]([CH2:16][N:17]2[C:25]3[C:20](=[C:21]([CH2:26][OH:27])[CH:22]=[CH:23][CH:24]=3)[C:19]([N:28]([S:38]([C:41]3[S:42][C:43]([Cl:46])=[CH:44][CH:45]=3)(=[O:40])=[O:39])[S:29]([C:32]3[S:33][C:34]([Cl:37])=[CH:35][CH:36]=3)(=[O:31])=[O:30])=[N:18]2)[CH:11]=1)C(=O)[O-])(C)C.FC(F)(F)C(O)=O. Product: [NH2:5][CH2:9][C:10]1[CH:11]=[C:12]([CH2:16][N:17]2[C:25]3[C:20](=[C:21]([CH2:26][OH:27])[CH:22]=[CH:23][CH:24]=3)[C:19]([N:28]([S:38]([C:41]3[S:42][C:43]([Cl:46])=[CH:44][CH:45]=3)(=[O:40])=[O:39])[S:29]([C:32]3[S:33][C:34]([Cl:37])=[CH:35][CH:36]=3)(=[O:31])=[O:30])=[N:18]2)[CH:13]=[CH:14][CH:15]=1. The catalyst class is: 4. (2) Reactant: Cl[CH2:2][C:3]1[C:4]([C:19]([NH:21][C@@H:22]2[CH2:27][CH2:26][CH2:25][C@H:24]([OH:28])[CH2:23]2)=[O:20])=[N:5][O:6][C:7]=1[C:8]1[CH:13]=[CH:12][C:11]([C:14]([F:17])([F:16])[F:15])=[C:10]([F:18])[CH:9]=1.CCN(C(C)C)C(C)C.[CH:38]1([CH2:41][CH2:42][NH2:43])[CH2:40][CH2:39]1. Product: [CH:38]1([CH2:41][CH2:42][NH:43][CH2:2][C:3]2[C:4]([C:19]([NH:21][C@@H:22]3[CH2:27][CH2:26][CH2:25][C@H:24]([OH:28])[CH2:23]3)=[O:20])=[N:5][O:6][C:7]=2[C:8]2[CH:13]=[CH:12][C:11]([C:14]([F:17])([F:16])[F:15])=[C:10]([F:18])[CH:9]=2)[CH2:40][CH2:39]1. The catalyst class is: 10. (3) Reactant: [S:1]1[C:9]2[C:4](=[N:5][CH:6]=[CH:7][CH:8]=2)[N:3]=[C:2]1[SH:10].[OH-].[Na+].Cl[CH:14]([F:16])[F:15].Cl. Product: [F:15][CH:14]([F:16])[S:10][C:2]1[S:1][C:9]2[C:4]([N:3]=1)=[N:5][CH:6]=[CH:7][CH:8]=2. The catalyst class is: 38. (4) Reactant: [CH3:1][O:2][C:3]([O:9][CH3:10])([CH3:8])[C:4](OC)=[O:5].[CH2:11]([NH2:18])[C:12]1[CH:17]=[CH:16][CH:15]=[CH:14][CH:13]=1. The catalyst class is: 81. Product: [CH2:11]([NH:18][C:4](=[O:5])[C:3]([O:9][CH3:10])([O:2][CH3:1])[CH3:8])[C:12]1[CH:17]=[CH:16][CH:15]=[CH:14][CH:13]=1. (5) Reactant: [C:1](#[N:3])C.N[C:5]1[C:12]([Cl:13])=[CH:11][C:10]([N+:14]([O-:16])=[O:15])=[CH:9][C:6]=1[C:7]#[N:8].[Cu]C#N.N(OC(C)(C)C)=O. Product: [Cl:13][C:12]1[CH:11]=[C:10]([N+:14]([O-:16])=[O:15])[CH:9]=[C:6]([C:7]#[N:8])[C:5]=1[C:1]#[N:3]. The catalyst class is: 170.